This data is from Forward reaction prediction with 1.9M reactions from USPTO patents (1976-2016). The task is: Predict the product of the given reaction. Given the reactants [NH2:1][C:2]1[C:3]([C:25]([NH:27][C:28]2[CH:29]=[N:30][CH:31]=[CH:32][CH:33]=2)=[O:26])=[N:4][C:5]([C:8]2[CH:13]=[CH:12][C:11]([CH2:14][CH2:15][CH2:16][O:17][Si](C(C)(C)C)(C)C)=[CH:10][CH:9]=2)=[CH:6][N:7]=1.C1COCC1.[OH-].[Na+], predict the reaction product. The product is: [NH2:1][C:2]1[C:3]([C:25]([NH:27][C:28]2[CH:29]=[N:30][CH:31]=[CH:32][CH:33]=2)=[O:26])=[N:4][C:5]([C:8]2[CH:13]=[CH:12][C:11]([CH2:14][CH2:15][CH2:16][OH:17])=[CH:10][CH:9]=2)=[CH:6][N:7]=1.